Predict the reactants needed to synthesize the given product. From a dataset of Full USPTO retrosynthesis dataset with 1.9M reactions from patents (1976-2016). Given the product [NH2:1][C:4]1[CH:9]=[C:8]([NH2:10])[CH:7]=[CH:6][C:5]=1[CH:13]([OH:15])[CH3:14], predict the reactants needed to synthesize it. The reactants are: [N+:1]([C:4]1[CH:9]=[C:8]([N+:10]([O-])=O)[CH:7]=[CH:6][C:5]=1[CH:13]([OH:15])[CH3:14])([O-])=O.[H][H].